Dataset: Drug-target binding data from BindingDB using Ki measurements. Task: Regression. Given a target protein amino acid sequence and a drug SMILES string, predict the binding affinity score between them. We predict pKi (pKi = -log10(Ki in M); higher means stronger inhibition). Dataset: bindingdb_ki. (1) The compound is COc1cccc(CN2CCCn3c(c4c(=O)n(-c5ccccc5OC)[nH]c4cc3=O)C2)c1. The target protein (Q96PH1) has sequence MNTSGDPAQTGPEGCRGTMSAEEDARWLRWVTQQFKTIAGEDGEISLQEFKAALHVKESFFAERFFALFDSDRSGTITLQELQEALTLLIHGSPMDKLKFLFQVYDIDVCARQGASAGTEWGAGAGPHWASSPLGTGSGSIDPDELRTVLQSCLRESAISLPDEKLDQLTLALFESADADGNGAITFEELRDELQRFPGVMENLTISAAHWLTAPAPRPRPRRPRQLTRAYWHNHRSQLFCLATYAGLHVLLFGLAASAHRDLGASVMVAKGCGQCLNFDCSFIAVLMLRRCLTWLRATWLAQVLPLDQNIQFHQLMGYVVVGLSLVHTVAHTVNFVLQAQAEASPFQFWELLLTTRPGIGWVHGSASPTGVALLLLLLLMFICSSSCIRRSGHFEVFYWTHLSYLLVWLLLIFHGPNFWKWLLVPGILFFLEKAIGLAVSRMAAVCIMEVNLLPSKVTHLLIKRPPFFHYRPGDYLYLNIPTIARYEWHPFTISSAPEQ.... The pKi is 6.2. (2) The small molecule is CC(N)Cc1c[nH]c2ccc(OCc3cccs3)cc12. The target protein sequence is MEPNDTANDTASSSCLESTAFKVTLSVVLTILILITAAGNVVVCLAVGLNRRLRSLTNCFIVSLAITDLLLGLLVLPFSAIYQLSCRWSFGKVFCNIYISLDVMLCTASILNLFMISIDRYCAVTDPLRYPVLVTPGRVTISLVSIWVISITLSFLSIHLGWNSRNTTSEGHHTSPKCKFQVNEVYGLVDGLVTFYLPLLIMCVTYYRIFKIAREQARRINHISSWQAATIREHKATVTLAAVMGAFIVCWFPYFTTFVYRGLKGDDAINEVVEAVVLWLGYANSALNPILYAALNRDFRNAYQQLFCCRLAGRGSHETCLRFNNALLPKSQSQEPRRQEEKPLKLQVWSGTEATAPQGATDRVFGE. The pKi is 5.0. (3) The compound is Nc1ncnc2c1ncn2C1O[C@H](CSCCCF)[C@@H](O)[C@H]1O. The target protein (Q9CQ65) has sequence MASGSACTAVKIGIIGGTGLDDPEILEGRTEKYVDTPFGKPSDALILGKIKNVDCVLLARHGRQHTIMPSKVNYQANIWALKEEGCTHVIVTTACGSLREEIQPGDMVIIDQFIDRTSLRPQTFYDGSHCSARGVCHIPMAEPFCPKTREVLIETAKKLGLRCHSKGTIVTIEGPRFSSRAESLIFRTWGADVVNMTTVPEVVLAKEAGICYASIAMATDYDCWKEHEEAVSVDGVLKTMKENANKAKSLLLTTIPQIGSMEWSETLRNLKNMAQFSVLPPRH. The pKi is 5.4. (4) The small molecule is CC[C@H](C)[C@H](NC(=O)[C@H](Cc1ccc(O)cc1)NC(=O)[C@H](Cc1cnc[nH]1)NC(=O)[C@H](CCCNC(=N)N)NC(=O)[C@H](CC(C)C)NC(=O)[C@H](C)NC(=O)[C@H](CO)NC(=O)[C@H](Cc1ccc(O)cc1)NC(=O)[C@H](Cc1ccc(O)cc1)NC(=O)[C@H](CCCNC(=N)N)NC(=O)[C@H](C)NC(=O)[C@H](CC(C)C)NC(=O)[C@H](CC(=O)O)NC(=O)[C@H](CCC(=O)O)NC(=O)[C@H](C)NC(=O)[C@@H]1CCCN1C(=O)[C@H](C)NC(=O)[C@H](CC(=O)O)NC(=O)[C@H](CCC(=O)O)NC(=O)CNC(=O)[C@@H]1CCCN1C(=O)[C@H](CC(N)=O)NC(=O)[C@H](CC(=O)O)NC(=O)[C@@H]1CCCN1C(=O)[C@H](CCCCN)NC(=O)[C@H](CO)NC(=O)[C@@H]1CCCN1C(=O)[C@@H](N)Cc1ccc(O)cc1)C(=O)N[C@@H](CC(N)=O)C(=O)N[C@@H](CC(C)C)C(=O)N[C@H](C(=O)N[C@H](C(=O)N[C@@H](CCCNC(=N)N)C(=O)N[C@@H](CCC(N)=O)C(=O)N[C@@H](CCCNC(=N)N)C(=O)N[C@@H](Cc1ccc(O)cc1)C(N)=O)[C@@H](C)O)[C@@H](C)CC. The target protein (Q63447) has sequence MNTSHLMASLSPAFLQGKNGTNPLDSLYNLSDGCQDSADLLAFIITTYSVETVLGVLGNLCLIFVTTRQKEKSNVTNLLIANLAFSDFLMCLICQPLTVTYTIMDYWIFGEVLCKMLTFIQCMSVTVSILSLVLVALERHQLIINPTGWKPSISQAYLGIVVIWFISCFLSLPFLANSILNDLFHYNHSKVVEFLEDKVVCFVSWSSDHHRLIYTTFLLLFQYCVPLAFILVCYMRIYQRLQRQRRAFHTHTCSSRVGQMKRINGMLMAMVTAFAVLWLPLHVFNTLEDWYQEAIPACHGNLIFLMCHLFAMASTCVNPFIYGFLNINFKKDIKALVLTCRCRPPQGEPEPLPLSTVHTDLSKGSMRMGSKSNVM. The pKi is 7.7. (5) The compound is COC(=O)c1ccc(CS(=O)(=O)N[C@H](CO)C(=O)N[C@@H](CO)C(=O)NCc2ccc(C(=N)N)cc2)cc1. The target protein (P00762) has sequence MSALLILALVGAAVAFPLEDDDKIVGGYTCPEHSVPYQVSLNSGYHFCGGSLINDQWVVSAAHCYKSRIQVRLGEHNINVLEGDEQFINAAKIIKHPNYSSWTLNNDIMLIKLSSPVKLNARVAPVALPSACAPAGTQCLISGWGNTLSNGVNNPDLLQCVDAPVLSQADCEAAYPGEITSSMICVGFLEGGKDSCQGDSGGPVVCNGQLQGIVSWGYGCALPDNPGVYTKVCNFVGWIQDTIAAN. The pKi is 7.7. (6) The compound is Nc1ncnc2c1ncn2C1CC(CSCCC(N)C(=O)O)C(O)C1O. The target protein (P50135) has sequence MASSMRSLFSDHGKYVESFRRFLNHSTEHQCMQEFMDKKLPGIIGRIGDTKSEIKILSIGGGAGEIDLQILSKVQAQYPGVCINNEVVEPSAEQIAKYKELVAKTSNLENVKFAWHKETSSEYQSRMLEKKELQKWDFIHMIQMLYYVKDIPATLKFFHSLLGTNAKMLIIVVSGSSGWDKLWKKYGSRFPQDDLCQYITSDDLTQMLDNLGLKYECYDLLSTMDISDCFIDGNENGDLLWDFLTETCNFNATAPPDLRAELGKDLQEPEFSAKKEGKVLFNNTLSFIVIEA. The pKi is 4.2.